From a dataset of Forward reaction prediction with 1.9M reactions from USPTO patents (1976-2016). Predict the product of the given reaction. Given the reactants [CH2:1]([O:3][C:4]([C:6]1[C:10]2[CH2:11][CH2:12][C:13]3[C:18]([C:9]=2[N:8]([CH3:20])[C:7]=1I)=[N:17][C:16]([NH2:19])=[N:15][CH:14]=3)=[O:5])[CH3:2].C(O[Na])=O, predict the reaction product. The product is: [CH2:1]([O:3][C:4]([C:6]1[C:10]2[CH2:11][CH2:12][C:13]3[C:18]([C:9]=2[N:8]([CH3:20])[CH:7]=1)=[N:17][C:16]([NH2:19])=[N:15][CH:14]=3)=[O:5])[CH3:2].